Dataset: Full USPTO retrosynthesis dataset with 1.9M reactions from patents (1976-2016). Task: Predict the reactants needed to synthesize the given product. (1) Given the product [F:9][C@H:10]1[C@@H:15]([O:16][C:17]2[CH:24]=[CH:23][C:22]([C:25]3[N:30]=[C:29]([NH:31][C:32]4[CH:37]=[CH:36][C:35]([N:38]5[CH2:39][CH2:40][N:41]([CH:44]6[CH2:47][O:46][CH2:45]6)[CH2:42][CH2:43]5)=[CH:34][CH:33]=4)[N:28]=[CH:27][N:26]=3)=[CH:21][C:18]=2[C:19]#[N:20])[CH2:14][CH2:13][N:12]([C:6]([C:2]2[NH:1][CH:5]=[CH:4][N:3]=2)=[O:8])[CH2:11]1, predict the reactants needed to synthesize it. The reactants are: [NH:1]1[CH:5]=[CH:4][N:3]=[C:2]1[C:6]([OH:8])=O.[F:9][C@H:10]1[C@@H:15]([O:16][C:17]2[CH:24]=[CH:23][C:22]([C:25]3[N:30]=[C:29]([NH:31][C:32]4[CH:37]=[CH:36][C:35]([N:38]5[CH2:43][CH2:42][N:41]([CH:44]6[CH2:47][O:46][CH2:45]6)[CH2:40][CH2:39]5)=[CH:34][CH:33]=4)[N:28]=[CH:27][N:26]=3)=[CH:21][C:18]=2[C:19]#[N:20])[CH2:14][CH2:13][NH:12][CH2:11]1. (2) Given the product [Cl:10][C:11]1[CH:26]=[CH:25][C:14]([C:15]2[O:16][CH:19]=[C:18]([C:21]([O:23][CH3:24])=[O:22])[N:17]=2)=[CH:13][C:12]=1[C:27]([NH:29][CH2:30][C:31]12[CH2:40][CH:35]3[CH2:36][CH:37]([CH2:39][CH:33]([CH2:34]3)[CH2:32]1)[CH2:38]2)=[O:28], predict the reactants needed to synthesize it. The reactants are: C(N(S(F)(F)F)CC)C.[Cl:10][C:11]1[CH:26]=[CH:25][C:14]([C:15]([NH:17][C@H:18]([C:21]([O:23][CH3:24])=[O:22])[CH2:19]O)=[O:16])=[CH:13][C:12]=1[C:27]([NH:29][CH2:30][C:31]12[CH2:40][CH:35]3[CH2:36][CH:37]([CH2:39][CH:33]([CH2:34]3)[CH2:32]1)[CH2:38]2)=[O:28].C(=O)([O-])O.[Na+]. (3) Given the product [OH:8][C:7]([C:15]1[CH:20]=[CH:19][CH:18]=[CH:17][CH:16]=1)([C:1]1[CH:2]=[CH:3][CH:4]=[CH:5][CH:6]=1)[CH:9]1[CH2:14][CH2:13][N:12]([CH2:22][CH2:23][CH2:24][OH:25])[CH2:11][CH2:10]1, predict the reactants needed to synthesize it. The reactants are: [C:1]1([C:7]([C:15]2[CH:20]=[CH:19][CH:18]=[CH:17][CH:16]=2)([CH:9]2[CH2:14][CH2:13][NH:12][CH2:11][CH2:10]2)[OH:8])[CH:6]=[CH:5][CH:4]=[CH:3][CH:2]=1.Br[CH2:22][CH2:23][CH2:24][OH:25].C(#N)C. (4) Given the product [I:1][C:2]1[C:10]2[C:5](=[N:6][CH:7]=[C:8]([C:11]3[CH:16]=[C:15]([O:17][CH3:18])[C:14]([O:19][CH3:20])=[C:13]([O:21][CH3:22])[CH:12]=3)[CH:9]=2)[N:4]([S:25]([C:28]2[CH:34]=[CH:33][C:31]([CH3:32])=[CH:30][CH:29]=2)(=[O:27])=[O:26])[CH:3]=1, predict the reactants needed to synthesize it. The reactants are: [I:1][C:2]1[C:10]2[C:5](=[N:6][CH:7]=[C:8]([C:11]3[CH:16]=[C:15]([O:17][CH3:18])[C:14]([O:19][CH3:20])=[C:13]([O:21][CH3:22])[CH:12]=3)[CH:9]=2)[NH:4][CH:3]=1.[H-].[Na+].[S:25](Cl)([C:28]1[CH:34]=[CH:33][C:31]([CH3:32])=[CH:30][CH:29]=1)(=[O:27])=[O:26]. (5) Given the product [NH2:35][C@:36]12[CH2:44][N:43]([C:9]3[C:18]([CH3:19])=[C:17]4[C:12]([C:13](=[O:27])[C:14]([C:24]([OH:26])=[O:25])=[CH:15][N:16]4[C@@H:20]4[CH2:22][C@@H:21]4[F:23])=[CH:11][CH:10]=3)[CH2:42][C@@H:41]1[CH2:40][CH2:39][CH2:38][CH2:37]2, predict the reactants needed to synthesize it. The reactants are: C(N(CC)CC)C.F[C:9]1[C:18]([CH3:19])=[C:17]2[C:12]([C:13](=[O:27])[C:14]([C:24]([OH:26])=[O:25])=[CH:15][N:16]2[C@@H:20]2[CH2:22][C@@H:21]2[F:23])=[CH:11][CH:10]=1.C(OC([NH:35][C@:36]12[CH2:44][NH:43][CH2:42][C@@H:41]1[CH2:40][CH2:39][CH2:38][CH2:37]2)=O)(C)(C)C.